This data is from Reaction yield outcomes from USPTO patents with 853,638 reactions. The task is: Predict the reaction yield, written as a fraction of the theoretical maximum amount of product (1.0 means a 100% yield; for example, 0.34 means a 34% yield). (1) The reactants are [F:1][C:2]1[CH:7]=[CH:6][C:5]([N:8]2[C:16]3[C:11](=[CH:12][C:13]([CH:17]([C:28]4[CH:33]=[CH:32][CH:31]=[CH:30][CH:29]=4)[C:18]([CH3:27])([C:23](OC)=[O:24])[C:19]([O:21][CH3:22])=[O:20])=[CH:14][CH:15]=3)[CH:10]=[N:9]2)=[CH:4][CH:3]=1. The catalyst is C1COCC1. The product is [F:1][C:2]1[CH:3]=[CH:4][C:5]([N:8]2[C:16]3[C:11](=[CH:12][C:13]([CH:17]([C:28]4[CH:29]=[CH:30][CH:31]=[CH:32][CH:33]=4)[C:18]([CH2:23][OH:24])([CH3:27])[C:19]([O:21][CH3:22])=[O:20])=[CH:14][CH:15]=3)[CH:10]=[N:9]2)=[CH:6][CH:7]=1. The yield is 0.600. (2) The reactants are [Cl:1][C:2]1[CH:18]=[CH:17][C:5]2[CH2:6][CH2:7][N:8]([C:11](=[O:16])[C:12]([F:15])([F:14])[F:13])[CH2:9][CH2:10][C:4]=2[C:3]=1OS(C(F)(F)F)(=O)=O.[F:27][C:28]1[CH:33]=[CH:32][CH:31]=[CH:30][C:29]=1[C:34]#[CH:35]. No catalyst specified. The product is [Cl:1][C:2]1[CH:18]=[CH:17][C:5]2[CH2:6][CH2:7][N:8]([C:11](=[O:16])[C:12]([F:14])([F:15])[F:13])[CH2:9][CH2:10][C:4]=2[C:3]=1[C:35]#[C:34][C:29]1[CH:30]=[CH:31][CH:32]=[CH:33][C:28]=1[F:27]. The yield is 0.680. (3) The reactants are [CH:1]1([O:6][CH:7]([C:11]2[CH:16]=[CH:15][C:14]([Cl:17])=[C:13]([Cl:18])[CH:12]=2)[C:8](O)=[O:9])[CH2:5][CH2:4][CH2:3][CH2:2]1.C(Cl)(=O)C(Cl)=O.C[Si](C)(C)[NH:27][Si](C)(C)C. The catalyst is ClCCl.CN(C)C=O. The product is [CH:1]1([O:6][CH:7]([C:11]2[CH:16]=[CH:15][C:14]([Cl:17])=[C:13]([Cl:18])[CH:12]=2)[C:8]([NH2:27])=[O:9])[CH2:5][CH2:4][CH2:3][CH2:2]1. The yield is 0.710.